Dataset: Forward reaction prediction with 1.9M reactions from USPTO patents (1976-2016). Task: Predict the product of the given reaction. The product is: [CH3:20][O:21][C:22]([C:23]1[CH:24]=[C:25]([OH:27])[C:34]2[C:29](=[C:30]([F:35])[CH:31]=[CH:32][CH:33]=2)[N:28]=1)=[O:36]. Given the reactants BrC1C=CC(NC(=CC([O-])=O)C(OC)=O)=C(OC)C=1.[CH3:20][O:21][C:22](=[O:36])[C:23]([NH:28][C:29]1[CH:34]=[CH:33][CH:32]=[CH:31][C:30]=1[F:35])=[CH:24][C:25]([O-:27])=O, predict the reaction product.